Dataset: Catalyst prediction with 721,799 reactions and 888 catalyst types from USPTO. Task: Predict which catalyst facilitates the given reaction. (1) Reactant: [CH2:1]([C:3]1[C:4]([NH:17][C:18]2[CH:23]=[CH:22][C:21]([CH2:24][C:25]([O:27][CH2:28][CH3:29])=[O:26])=[CH:20][CH:19]=2)=[N:5][C:6]([C:10]2[S:11][C:12](SC)=[CH:13][CH:14]=2)=[N:7][C:8]=1[CH3:9])[CH3:2].Cl[C:31]1C=CC=C(C(OO)=O)C=1.[S:41]([O-:44])([O-])=[O:42].[Na+].[Na+].O. Product: [CH2:1]([C:3]1[C:4]([NH:17][C:18]2[CH:19]=[CH:20][C:21]([CH2:24][C:25]([O:27][CH2:28][CH3:29])=[O:26])=[CH:22][CH:23]=2)=[N:5][C:6]([C:10]2[S:11][C:12]([S:41]([CH3:31])(=[O:44])=[O:42])=[CH:13][CH:14]=2)=[N:7][C:8]=1[CH3:9])[CH3:2]. The catalyst class is: 4. (2) Reactant: [H-].[Na+].[NH:3]1[C:11]2[C:6](=[CH:7][CH:8]=[CH:9][CH:10]=2)[CH:5]=[CH:4]1.Br[CH2:13][CH2:14][O:15][Si:16]([C:19]([CH3:22])([CH3:21])[CH3:20])([CH3:18])[CH3:17]. Product: [Si:16]([O:15][CH2:14][CH2:13][N:3]1[C:11]2[C:6](=[CH:7][CH:8]=[CH:9][C:10]=2[CH:14]([O:15][Si:16]([C:19]([CH3:22])([CH3:21])[CH3:20])([CH3:18])[CH3:17])[CH3:13])[CH:5]=[CH:4]1)([C:19]([CH3:22])([CH3:21])[CH3:20])([CH3:18])[CH3:17]. The catalyst class is: 9. (3) Reactant: [C:1]([O:5][C:6]([N:8]1[CH2:13][CH2:12][N:11]([C:14]2[N:19]=[C:18]([O:20][CH3:21])[C:17]([N+:22]([O-])=O)=[C:16]([O:25][CH3:26])[N:15]=2)[CH2:10][CH2:9]1)=[O:7])([CH3:4])([CH3:3])[CH3:2]. Product: [C:1]([O:5][C:6]([N:8]1[CH2:9][CH2:10][N:11]([C:14]2[N:19]=[C:18]([O:20][CH3:21])[C:17]([NH2:22])=[C:16]([O:25][CH3:26])[N:15]=2)[CH2:12][CH2:13]1)=[O:7])([CH3:4])([CH3:3])[CH3:2]. The catalyst class is: 8. (4) Reactant: C([Li])CCC.[N:6]1([C:11]2[CH:31]=[CH:30][C:14]([CH2:15][C:16]3[C:17]([O:28][CH3:29])=[N:18][C:19]4[C:24]([C:25]=3[Cl:26])=[CH:23][C:22](Br)=[CH:21][CH:20]=4)=[CH:13][CH:12]=2)[CH:10]=[CH:9][CH:8]=[N:7]1.[CH3:32][C:33]1[S:34][C:35]([C:39]([C:41]2[N:45]([CH3:46])[N:44]=[N:43][CH:42]=2)=[O:40])=[C:36]([CH3:38])[N:37]=1.O. Product: [N:6]1([C:11]2[CH:31]=[CH:30][C:14]([CH2:15][C:16]3[C:17]([O:28][CH3:29])=[N:18][C:19]4[C:24]([C:25]=3[Cl:26])=[CH:23][C:22]([C:39]([C:35]3[S:34][C:33]([CH3:32])=[N:37][C:36]=3[CH3:38])([C:41]3[N:45]([CH3:46])[N:44]=[N:43][CH:42]=3)[OH:40])=[CH:21][CH:20]=4)=[CH:13][CH:12]=2)[CH:10]=[CH:9][CH:8]=[N:7]1. The catalyst class is: 7. (5) Reactant: [Br:1][C:2]1[CH:7]=[CH:6][C:5]([CH:8]2[NH:12][C:11](=[O:13])[CH2:10][CH2:9]2)=[CH:4][CH:3]=1.[H-].[Na+].[CH3:16]I. Product: [Br:1][C:2]1[CH:3]=[CH:4][C:5]([CH:8]2[N:12]([CH3:16])[C:11](=[O:13])[CH2:10][CH2:9]2)=[CH:6][CH:7]=1. The catalyst class is: 9. (6) Reactant: [Si]([CH:5]=[N+:6]=[N-:7])(C)(C)C.C([Li])CCC.[F:13][C:14]1[CH:15]=[CH:16][C:17]2[N:21]=[C:20]([CH:22]3[CH2:27][CH2:26][N:25]([CH2:28][C:29]4[CH:34]=[CH:33][C:32]([C:35]5[C:42]([C:43]6[CH:48]=[CH:47][CH:46]=[CH:45][CH:44]=6)=[CH:41][C:38]([C:39]#[N:40])=[CH:37][N:36]=5)=[CH:31][CH:30]=4)[CH2:24][CH2:23]3)[NH:19][C:18]=2[CH:49]=1. Product: [F:13][C:14]1[CH:15]=[CH:16][C:17]2[N:21]=[C:20]([CH:22]3[CH2:27][CH2:26][N:25]([CH2:28][C:29]4[CH:34]=[CH:33][C:32]([C:35]5[C:42]([C:43]6[CH:44]=[CH:45][CH:46]=[CH:47][CH:48]=6)=[CH:41][C:38]([C:39]6[N:40]=[N:7][NH:6][CH:5]=6)=[CH:37][N:36]=5)=[CH:31][CH:30]=4)[CH2:24][CH2:23]3)[NH:19][C:18]=2[CH:49]=1. The catalyst class is: 1. (7) Reactant: [C:1]1([C:11]2[CH:12]=[C:13]([N+:23]([O-])=O)[CH:14]=[C:15]3[C:20]=2[N:19]=[C:18]([C:21]#[N:22])[CH:17]=[CH:16]3)[C:10]2[C:5](=[CH:6][CH:7]=[CH:8][CH:9]=2)[CH:4]=[CH:3][CH:2]=1.[NH4+].[Cl-]. Product: [NH2:23][C:13]1[CH:14]=[C:15]2[C:20](=[C:11]([C:1]3[C:10]4[C:5](=[CH:6][CH:7]=[CH:8][CH:9]=4)[CH:4]=[CH:3][CH:2]=3)[CH:12]=1)[N:19]=[C:18]([C:21]#[N:22])[CH:17]=[CH:16]2. The catalyst class is: 314. (8) Reactant: [C:1](=[NH:20])([O:3][CH2:4][CH2:5][C:6]1[CH:11]=[CH:10][C:9]([O:12][C:13]2[CH:18]=[CH:17][CH:16]=[C:15]([CH3:19])[N:14]=2)=[CH:8][CH:7]=1)[NH2:2].[CH:21]([CH:23]([CH2:28][C:29]1[CH:30]=[N:31][C:32]([O:35][CH3:36])=[N:33][CH:34]=1)[C:24](OC)=O)=[O:22].C([O-])([O-])=O.[K+].[K+]. Product: [CH3:36][O:35][C:32]1[N:31]=[CH:30][C:29]([CH2:28][C:23]2[C:21](=[O:22])[N:20]=[C:1]([O:3][CH2:4][CH2:5][C:6]3[CH:7]=[CH:8][C:9]([O:12][C:13]4[CH:18]=[CH:17][CH:16]=[C:15]([CH3:19])[N:14]=4)=[CH:10][CH:11]=3)[NH:2][CH:24]=2)=[CH:34][N:33]=1. The catalyst class is: 37. (9) Reactant: [NH2:1][C:2]1[CH:3]=[C:4]2[C:8](=[CH:9][C:10]=1[N+:11]([O-])=O)[N:7]([CH:14]([CH3:16])[CH3:15])[C:6](=[O:17])[C:5]2([CH2:20][CH3:21])[CH2:18][CH3:19]. Product: [NH2:1][C:2]1[CH:3]=[C:4]2[C:8](=[CH:9][C:10]=1[NH2:11])[N:7]([CH:14]([CH3:15])[CH3:16])[C:6](=[O:17])[C:5]2([CH2:20][CH3:21])[CH2:18][CH3:19]. The catalyst class is: 541.